Dataset: Peptide-MHC class II binding affinity with 134,281 pairs from IEDB. Task: Regression. Given a peptide amino acid sequence and an MHC pseudo amino acid sequence, predict their binding affinity value. This is MHC class II binding data. The peptide sequence is TVYVGIVTMLSPMLHHHHHH. The MHC is DRB1_0701 with pseudo-sequence DRB1_0701. The binding affinity (normalized) is 0.573.